This data is from Forward reaction prediction with 1.9M reactions from USPTO patents (1976-2016). The task is: Predict the product of the given reaction. Given the reactants [F:1][C:2]1[CH:7]=[CH:6][C:5]([C:8]2[C:16]([C:17]3[CH:22]=[CH:21][C:20]([S:23]([CH3:26])(=[O:25])=[O:24])=[CH:19][CH:18]=3)=[C:15]3[N:10]([N:11]=[C:12]([OH:27])[CH:13]=[CH:14]3)[N:9]=2)=[CH:4][CH:3]=1.[H-].[Na+].Br[CH:31]([F:33])[F:32].O, predict the reaction product. The product is: [F:32][CH:31]([F:33])[O:27][C:12]1[CH:13]=[CH:14][C:15]2[N:10]([N:9]=[C:8]([C:5]3[CH:6]=[CH:7][C:2]([F:1])=[CH:3][CH:4]=3)[C:16]=2[C:17]2[CH:22]=[CH:21][C:20]([S:23]([CH3:26])(=[O:24])=[O:25])=[CH:19][CH:18]=2)[N:11]=1.